The task is: Predict the reaction yield, written as a fraction of the theoretical maximum amount of product (1.0 means a 100% yield; for example, 0.34 means a 34% yield).. This data is from Reaction yield outcomes from USPTO patents with 853,638 reactions. (1) The reactants are [CH2:1]([C:3]1[C:12]2[C:7](=[CH:8][C:9]([O:15][CH3:16])=[C:10]([O:13][CH3:14])[CH:11]=2)[CH:6]=[C:5]([OH:17])[N:4]=1)[CH3:2].[OH-].[K+].Cl[CH2:21][C:22]1[CH:34]=[CH:33][C:25]2[O:26][C:27]3[CH:32]=[CH:31][CH:30]=[CH:29][C:28]=3[C:24]=2[CH:23]=1. The catalyst is C1(C)C=CC=CC=1.C(Cl)Cl. The product is [CH:23]1[C:24]2[C:28]3[CH:29]=[CH:30][CH:31]=[CH:32][C:27]=3[O:26][C:25]=2[CH:33]=[CH:34][C:22]=1[CH2:21][C:6]1[C:7]2[C:12](=[CH:11][C:10]([O:13][CH3:14])=[C:9]([O:15][CH3:16])[CH:8]=2)[C:3]([CH2:1][CH3:2])=[N:4][C:5]=1[OH:17]. The yield is 0.110. (2) The reactants are [N:1]1([C:7]2[CH:8]=[CH:9][C:10]3[CH2:11][N:12]([C:18]([O:20][C:21]([CH3:24])([CH3:23])[CH3:22])=[O:19])[CH2:13][CH2:14][O:15][C:16]=3[N:17]=2)[CH2:6][CH2:5][NH:4][CH2:3][CH2:2]1.CCN(CC)CC.Cl[C:33]([O:35][CH3:36])=[O:34].O. The catalyst is C1COCC1. The product is [CH3:36][O:35][C:33]([N:4]1[CH2:5][CH2:6][N:1]([C:7]2[CH:8]=[CH:9][C:10]3[CH2:11][N:12]([C:18]([O:20][C:21]([CH3:24])([CH3:23])[CH3:22])=[O:19])[CH2:13][CH2:14][O:15][C:16]=3[N:17]=2)[CH2:2][CH2:3]1)=[O:34]. The yield is 0.690.